This data is from Full USPTO retrosynthesis dataset with 1.9M reactions from patents (1976-2016). The task is: Predict the reactants needed to synthesize the given product. (1) Given the product [S:16]1[CH:20]=[CH:19][CH:18]=[C:17]1[C:2]1[CH:9]=[CH:8][CH:7]=[CH:6][C:3]=1[CH:4]=[O:5], predict the reactants needed to synthesize it. The reactants are: Br[C:2]1[CH:9]=[CH:8][CH:7]=[CH:6][C:3]=1[CH:4]=[O:5].C(=O)([O-])[O-].[Na+].[Na+].[S:16]1[CH:20]=[CH:19][CH:18]=[C:17]1B(O)O. (2) Given the product [NH2:1][C@H:2]([C:4]1[CH:21]=[C:20]([Cl:22])[CH:19]=[CH:18][C:5]=1[CH2:6][N:7]1[C:12]2[CH:13]=[CH:14][NH:15][C:11]=2[C:10](=[O:16])[NH:9][C:8]1=[S:17])[CH3:3], predict the reactants needed to synthesize it. The reactants are: [NH2:1][CH:2]([C:4]1[CH:21]=[C:20]([Cl:22])[CH:19]=[CH:18][C:5]=1[CH2:6][N:7]1[C:12]2[CH:13]=[CH:14][NH:15][C:11]=2[C:10](=[O:16])[NH:9][C:8]1=[S:17])[CH3:3].CCCCCCC. (3) Given the product [Cl:14][C:8]1[CH:9]=[CH:10][CH:11]=[C:12]([F:13])[C:7]=1[C:4]1[C:23]([CH3:24])=[N:22][N:21]([CH3:20])[C:5]=1[NH2:6], predict the reactants needed to synthesize it. The reactants are: C([CH:4]([C:7]1[C:12]([F:13])=[CH:11][CH:10]=[CH:9][C:8]=1[Cl:14])[C:5]#[N:6])(=O)C.S(O)(O)(=O)=O.[CH3:20][NH:21][NH2:22].[C:23]([O-])(=O)[CH3:24].[Na+]. (4) Given the product [CH3:44][O:43][C:39]1[CH:38]=[C:37]2[C:42]([C:33]([O:32][CH2:31][C:30]3[N:26]4[N:27]=[C:22]([C:19]5[CH:20]=[CH:21][C:16]([Br:15])=[CH:17][CH:18]=5)[CH:23]=[N:24][C:25]4=[N:28][N:29]=3)=[CH:34][CH:35]=[N:36]2)=[CH:41][CH:40]=1, predict the reactants needed to synthesize it. The reactants are: N(C1N=NC(C2C=CC=CC=2)=CN=1)N.[Br:15][C:16]1[CH:21]=[CH:20][C:19]([C:22]2[N:27]=[N:26][C:25]([NH:28][NH:29][C:30](=O)[CH2:31][O:32][C:33]3[C:42]4[C:37](=[CH:38][C:39]([O:43][CH3:44])=[CH:40][CH:41]=4)[N:36]=[CH:35][CH:34]=3)=[N:24][CH:23]=2)=[CH:18][CH:17]=1.N1C2C(=CC(CC(O)=O)=CC=2)C=CC=1.COC1C=C2C(C(OCC(O)=O)=CC=N2)=CC=1. (5) Given the product [Cl:23][C:24]1[CH:31]=[CH:30][C:27]([CH2:28][NH:29][C:20]([C:14]2([C:11]3[CH:12]=[CH:13][C:8]([S:5](/[CH:4]=[CH:3]/[C:1]#[N:2])(=[O:7])=[O:6])=[CH:9][CH:10]=3)[CH2:19][CH2:18][O:17][CH2:16][CH2:15]2)=[O:22])=[CH:26][CH:25]=1, predict the reactants needed to synthesize it. The reactants are: [C:1](/[CH:3]=[CH:4]/[S:5]([C:8]1[CH:13]=[CH:12][C:11]([C:14]2([C:20]([OH:22])=O)[CH2:19][CH2:18][O:17][CH2:16][CH2:15]2)=[CH:10][CH:9]=1)(=[O:7])=[O:6])#[N:2].[Cl:23][C:24]1[CH:31]=[CH:30][C:27]([CH2:28][NH2:29])=[CH:26][CH:25]=1.ON1C2C=CC=CC=2N=N1.Cl.CN(C)CCCN=C=NCC.C(#N)C.